The task is: Predict the reactants needed to synthesize the given product.. This data is from Full USPTO retrosynthesis dataset with 1.9M reactions from patents (1976-2016). (1) Given the product [NH2:12][CH2:11][C:9]1[CH:8]=[CH:7][C:6]2[C:2]([NH2:1])=[N:3][O:4][C:5]=2[CH:10]=1, predict the reactants needed to synthesize it. The reactants are: [NH2:1][C:2]1[C:6]2[CH:7]=[CH:8][C:9]([CH2:11][N:12](C(OC(C)(C)C)=O)C(OC(C)(C)C)=O)=[CH:10][C:5]=2[O:4][N:3]=1. (2) The reactants are: C(OC1C=CC2C(=CC=CC=2)C=1C=NO)C1OC1.[CH2:19]([O:21][C:22]([CH2:24][CH2:25][CH2:26][CH2:27][CH2:28][O:29][C:30]1[CH:39]=[CH:38][C:37]2[C:32](=[CH:33][CH:34]=[CH:35][CH:36]=2)[C:31]=1[CH:40]=[N:41][OH:42])=[O:23])[CH3:20].ClN1C(=O)CCC1=O.C(N(CC)CC)C. Given the product [CH2:19]([O:21][C:22]([CH2:24][CH2:25][CH2:26][CH2:27][CH2:28][O:29][C:30]1[CH:39]=[CH:38][C:37]2[C:32](=[CH:33][CH:34]=[CH:35][CH:36]=2)[C:31]=1[C:40]#[N+:41][O-:42])=[O:23])[CH3:20], predict the reactants needed to synthesize it. (3) Given the product [Cl-:21].[CH:1]([C:3]1[N:4]=[C:5]([CH:8]2[CH2:13][CH2:12][NH2+:11][CH2:10][CH2:9]2)[S:6][CH:7]=1)=[O:2], predict the reactants needed to synthesize it. The reactants are: [CH:1]([C:3]1[N:4]=[C:5]([CH:8]2[CH2:13][CH2:12][N:11](C(OC(C)(C)C)=O)[CH2:10][CH2:9]2)[S:6][CH:7]=1)=[O:2].[ClH:21]. (4) Given the product [F:33][C:34]([F:44])([F:45])[C:35]1[CH:36]=[C:37]([N:41]=[C:42]=[N:20][C:21]2[CH:22]=[N:23][CH:24]=[CH:25][C:26]=2/[CH:27]=[CH:28]/[C:29]([O:31][CH3:32])=[O:30])[CH:38]=[CH:39][CH:40]=1, predict the reactants needed to synthesize it. The reactants are: C1(P(=[N:20][C:21]2[CH:22]=[N:23][CH:24]=[CH:25][C:26]=2/[CH:27]=[CH:28]/[C:29]([O:31][CH3:32])=[O:30])(C2C=CC=CC=2)C2C=CC=CC=2)C=CC=CC=1.[F:33][C:34]([F:45])([F:44])[C:35]1[CH:36]=[C:37]([N:41]=[C:42]=O)[CH:38]=[CH:39][CH:40]=1. (5) The reactants are: [C:1]1([C:7]2([C:20]3[CH:25]=[CH:24][CH:23]=[CH:22][CH:21]=3)[O:11][C:10]3[CH:12]=[CH:13][C:14]([S:16](Cl)(=[O:18])=[O:17])=[CH:15][C:9]=3[O:8]2)[CH:6]=[CH:5][CH:4]=[CH:3][CH:2]=1.[NH:26]1[CH2:31][CH2:30][CH2:29][CH2:28][CH2:27]1.C(N(C(C)C)C(C)C)C. Given the product [C:1]1([C:7]2([C:20]3[CH:25]=[CH:24][CH:23]=[CH:22][CH:21]=3)[O:11][C:10]3[CH:12]=[CH:13][C:14]([S:16]([N:26]4[CH2:31][CH2:30][CH2:29][CH2:28][CH2:27]4)(=[O:18])=[O:17])=[CH:15][C:9]=3[O:8]2)[CH:6]=[CH:5][CH:4]=[CH:3][CH:2]=1, predict the reactants needed to synthesize it. (6) Given the product [ClH:12].[Cl:12][C:11]1[CH:7]=[C:3]([C:4]([NH2:6])=[O:5])[C:1](=[NH:2])[N:23]([CH:21]([C:18]2[CH:19]=[CH:20][S:16][CH:17]=2)[CH3:22])[CH:10]=1, predict the reactants needed to synthesize it. The reactants are: [C:1]([CH:3]([CH:7]1[C:11]([Cl:12])=[C:10](Cl)C(=O)O1)[C:4]([NH2:6])=[O:5])#[N:2].Cl.[S:16]1[CH:20]=[CH:19][C:18]([CH:21]([NH2:23])[CH3:22])=[CH:17]1.C(N(CC)CC)C.